The task is: Predict which catalyst facilitates the given reaction.. This data is from Catalyst prediction with 721,799 reactions and 888 catalyst types from USPTO. Reactant: [F:1][CH:2]([F:12])[C:3]1[CH:7]([C:8](O)=[O:9])[CH2:6][N:5]([CH3:11])[N:4]=1.C(Cl)(=O)C(Cl)=O.[Cl:19][C:20]1[CH:25]=[CH:24][C:23]([C:26]2[CH:31]=[CH:30][CH:29]=[CH:28][C:27]=2[NH2:32])=[CH:22][CH:21]=1.C(N(CC)CC)C. Product: [Cl:19][C:20]1[CH:21]=[CH:22][C:23]([C:26]2[CH:31]=[CH:30][CH:29]=[CH:28][C:27]=2[NH:32][C:8]([CH:7]2[CH2:6][N:5]([CH3:11])[N:4]=[C:3]2[CH:2]([F:12])[F:1])=[O:9])=[CH:24][CH:25]=1. The catalyst class is: 120.